From a dataset of Forward reaction prediction with 1.9M reactions from USPTO patents (1976-2016). Predict the product of the given reaction. (1) Given the reactants C(=O)([O-])[O-].[K+].[K+].[F:7][C:8]([F:32])([F:31])[O:9][C:10]1[CH:30]=[CH:29][C:13]([CH2:14][O:15][C:16]2[CH:28]=[CH:27][C:19]([CH2:20][CH:21]3[CH2:26][CH2:25][NH:24][CH2:23][CH2:22]3)=[CH:18][CH:17]=2)=[CH:12][CH:11]=1.Cl[C:34]1[S:35][C:36]2[CH:42]=[C:41]([OH:43])[CH:40]=[CH:39][C:37]=2[N:38]=1, predict the reaction product. The product is: [F:32][C:8]([F:31])([F:7])[O:9][C:10]1[CH:11]=[CH:12][C:13]([CH2:14][O:15][C:16]2[CH:28]=[CH:27][C:19]([CH2:20][CH:21]3[CH2:26][CH2:25][N:24]([C:34]4[S:35][C:36]5[CH:42]=[C:41]([OH:43])[CH:40]=[CH:39][C:37]=5[N:38]=4)[CH2:23][CH2:22]3)=[CH:18][CH:17]=2)=[CH:29][CH:30]=1. (2) Given the reactants Br[C:2]1[CH:3]=[N:4][C:5]([NH:8][C@H:9]2[CH2:14][CH2:13][C@@H:12]([O:15][C:16]3[CH:25]=[C:24]([N:26]4[CH2:31][CH2:30][O:29][CH2:28][CH2:27]4)[CH:23]=[C:22]4[C:17]=3[N:18]=[CH:19][CH:20]=[N:21]4)[CH2:11][CH2:10]2)=[N:6][CH:7]=1.[C:32](=O)([O-])[O-:33].[Cs+].[Cs+].CO, predict the reaction product. The product is: [CH3:32][O:33][C:2]1[CH:3]=[N:4][C:5]([NH:8][C@H:9]2[CH2:14][CH2:13][C@@H:12]([O:15][C:16]3[CH:25]=[C:24]([N:26]4[CH2:31][CH2:30][O:29][CH2:28][CH2:27]4)[CH:23]=[C:22]4[C:17]=3[N:18]=[CH:19][CH:20]=[N:21]4)[CH2:11][CH2:10]2)=[N:6][CH:7]=1. (3) Given the reactants [C:1]([O:9][C@H](CC1C=C(C)C2C(=CN(COCC[Si](C)(C)C)N=2)C=1)C(OC)=O)(=[O:8])[C:2]1[CH:7]=[CH:6][CH:5]=[CH:4][CH:3]=1.O.[OH-].[Li+], predict the reaction product. The product is: [C:1]([OH:9])(=[O:8])[C:2]1[CH:7]=[CH:6][CH:5]=[CH:4][CH:3]=1. (4) Given the reactants [CH3:1][O:2][C:3]1[CH:4]=[N:5][C:6]2[N:11]=[CH:10]N[C:7]=2[CH:8]=1.[C:12](O)(=O)C, predict the reaction product. The product is: [CH3:1][O:2][CH:3]1[CH2:4][N:5]2[CH:12]=[CH:10][N:11]=[C:6]2[CH2:7][CH2:8]1. (5) Given the reactants [CH2:1]([N:3]1[C:7]2[CH:8]=[C:9]([C:12]([F:15])([F:14])[F:13])[CH:10]=[CH:11][C:6]=2[N:5]=[C:4]1[C@H:16]([NH:18][S:19]([C:22]1[CH:23]=[N:24][C:25](SCC)=[N:26][CH:27]=1)(=[O:21])=[O:20])[CH3:17])[CH3:2], predict the reaction product. The product is: [CH2:1]([N:3]1[C:7]2[CH:8]=[C:9]([C:12]([F:14])([F:15])[F:13])[CH:10]=[CH:11][C:6]=2[N:5]=[C:4]1[C@H:16]([NH:18][S:19]([C:22]1[CH:23]=[N:24][CH:25]=[N:26][CH:27]=1)(=[O:21])=[O:20])[CH3:17])[CH3:2].